From a dataset of Reaction yield outcomes from USPTO patents with 853,638 reactions. Predict the reaction yield, written as a fraction of the theoretical maximum amount of product (1.0 means a 100% yield; for example, 0.34 means a 34% yield). (1) The reactants are CS(C)=O.[C:5](Cl)(=[O:9])[C:6](Cl)=O.[C:11](CNCCO)([C:24]1[CH:29]=[CH:28][CH:27]=[CH:26][CH:25]=1)([C:18]1[CH:23]=[CH:22][CH:21]=[CH:20][CH:19]=1)[C:12]1[CH:17]=[CH:16][CH:15]=[CH:14][CH:13]=1.[CH2:35]([N:37](CC)CC)C. The catalyst is C(Cl)Cl. The product is [CH3:35][N:37]([CH2:6][CH:5]=[O:9])[C:11]([C:12]1[CH:17]=[CH:16][CH:15]=[CH:14][CH:13]=1)([C:24]1[CH:25]=[CH:26][CH:27]=[CH:28][CH:29]=1)[C:18]1[CH:23]=[CH:22][CH:21]=[CH:20][CH:19]=1. The yield is 1.00. (2) The reactants are Br[C:2]1[C:3]([C:13]2[S:14][CH:15]=[C:16]([C:18]([F:21])([F:20])[F:19])[N:17]=2)=[CH:4][C:5]([NH:8][C:9]([NH:11][CH3:12])=[O:10])=[N:6][CH:7]=1.O1CCOCC1.C(=O)(O)[O-].[Na+].CC1(C)C(C)(C)OB([C:41]2[CH:42]=[N:43][CH:44]=[C:45]([CH:50]=2)[C:46]([O:48][CH3:49])=[O:47])O1. The catalyst is O.Cl[Pd](Cl)([P](C1C=CC=CC=1)(C1C=CC=CC=1)C1C=CC=CC=1)[P](C1C=CC=CC=1)(C1C=CC=CC=1)C1C=CC=CC=1. The product is [CH3:12][NH:11][C:9](=[O:10])[NH:8][C:5]1[N:6]=[CH:7][C:2]([C:41]2[CH:42]=[N:43][CH:44]=[C:45]([C:46]([O:48][CH3:49])=[O:47])[CH:50]=2)=[C:3]([C:13]2[S:14][CH:15]=[C:16]([C:18]([F:21])([F:20])[F:19])[N:17]=2)[CH:4]=1. The yield is 0.427. (3) The reactants are [NH:1]1[CH2:5][CH2:4][C@@H:3]([CH2:6][C:7]2[N:11]3[C:12]4[CH:18]=[CH:17][N:16]([S:19]([C:22]5[CH:28]=[CH:27][C:25]([CH3:26])=[CH:24][CH:23]=5)(=[O:21])=[O:20])[C:13]=4[N:14]=[CH:15][C:10]3=[N:9][N:8]=2)[CH2:2]1.Cl[C:30]1[CH:35]=[N:34][C:33]([C:36]#[N:37])=[CH:32][N:31]=1.CCN(C(C)C)C(C)C.C(Cl)Cl. The catalyst is C(O)CC. The product is [S:19]([N:16]1[C:13]2[N:14]=[CH:15][C:10]3[N:11]([C:7]([CH2:6][C@@H:3]4[CH2:4][CH2:5][N:1]([C:30]5[N:31]=[CH:32][C:33]([C:36]#[N:37])=[N:34][CH:35]=5)[CH2:2]4)=[N:8][N:9]=3)[C:12]=2[CH:18]=[CH:17]1)([C:22]1[CH:23]=[CH:24][C:25]([CH3:26])=[CH:27][CH:28]=1)(=[O:21])=[O:20]. The yield is 0.270. (4) The reactants are S([Cl:11])(C1C=CC(C)=CC=1)(=O)=O.[CH3:12][C:13]1[C:18]([CH3:19])=[CH:17][C:16]([CH3:20])=[CH:15][N+:14]=1[O-].C(N(CC)CC)C. The catalyst is C(Cl)Cl. The product is [Cl:11][CH2:12][C:13]1[C:18]([CH3:19])=[CH:17][C:16]([CH3:20])=[CH:15][N:14]=1. The yield is 0.661. (5) The yield is 0.940. The catalyst is CO.[Cl-].[NH4+]. The reactants are C([O:6][C@@H:7]([C:9]1[N:14]=[C:13]([N:15]2[CH2:20][CH2:19][N:18]([C:21]3[O:22][C:23]4[CH:24]=[N:25][CH:26]=[CH:27][C:28]=4[N:29]=3)[CH2:17][CH2:16]2)[CH:12]=[CH:11][N:10]=1)[CH3:8])(=O)CCC.C(=O)([O-])[O-].[K+].[K+]. The product is [N:29]1[C:28]2[CH:27]=[CH:26][N:25]=[CH:24][C:23]=2[O:22][C:21]=1[N:18]1[CH2:17][CH2:16][N:15]([C:13]2[CH:12]=[CH:11][N:10]=[C:9]([C@H:7]([OH:6])[CH3:8])[N:14]=2)[CH2:20][CH2:19]1. (6) The reactants are [CH3:1][C:2]1[CH:7]=[CH:6][C:5]([C:8]([CH:10]([CH2:14][CH2:15][C:16](=[O:18])[CH3:17])[C:11]([O-:13])=[O:12])=O)=[CH:4][CH:3]=1.[C:19](O)(=O)[CH3:20].N1CCCCC1.CCOC(C)=O. The catalyst is C1(C)C=CC=CC=1. The product is [CH3:1][C:2]1[CH:7]=[CH:6][C:5]([C:8]2[CH:10]([C:11]([O:13][CH2:19][CH3:20])=[O:12])[CH2:14][CH2:15][C:16](=[O:18])[CH:17]=2)=[CH:4][CH:3]=1. The yield is 0.880.